Dataset: Full USPTO retrosynthesis dataset with 1.9M reactions from patents (1976-2016). Task: Predict the reactants needed to synthesize the given product. Given the product [Cl:19][C:18]1[C:11]2[C:12](=[N:13][CH:14]=[CH:15][C:10]=2[O:9][C:8]2[CH:7]=[CH:6][C:4]([NH:5][C:21]3[CH:26]=[C:25]([C:27]([F:30])([F:28])[F:29])[N:24]=[C:23]([NH2:31])[N:22]=3)=[CH:3][C:2]=2[F:1])[NH:16][CH:17]=1, predict the reactants needed to synthesize it. The reactants are: [F:1][C:2]1[CH:3]=[C:4]([CH:6]=[CH:7][C:8]=1[O:9][C:10]1[CH:15]=[CH:14][N:13]=[C:12]2[NH:16][CH:17]=[C:18]([Cl:19])[C:11]=12)[NH2:5].Cl[C:21]1[CH:26]=[C:25]([C:27]([F:30])([F:29])[F:28])[N:24]=[C:23]([NH2:31])[N:22]=1.Cl.[OH-].[Na+].